Task: Predict the reaction yield, written as a fraction of the theoretical maximum amount of product (1.0 means a 100% yield; for example, 0.34 means a 34% yield).. Dataset: Reaction yield outcomes from USPTO patents with 853,638 reactions (1) The reactants are [C:1](N1C=CN=C1)(N1C=CN=C1)=[O:2].[CH:13]([O:16][C:17]1[CH:23]=[CH:22][C:20]([NH2:21])=[CH:19][CH:18]=1)([CH3:15])[CH3:14].[N:24]1[C:29]2[S:30][CH:31]=[CH:32][C:28]=2[C:27]([N:33]2[CH2:38][CH2:37][CH:36]([OH:39])[CH2:35][CH2:34]2)=[N:26][CH:25]=1. The catalyst is C(Cl)Cl.CN(C1C=CN=CC=1)C. The product is [N:24]1[C:29]2[S:30][CH:31]=[CH:32][C:28]=2[C:27]([N:33]2[CH2:34][CH2:35][CH:36]([O:39][C:1](=[O:2])[NH:21][C:20]3[CH:22]=[CH:23][C:17]([O:16][CH:13]([CH3:15])[CH3:14])=[CH:18][CH:19]=3)[CH2:37][CH2:38]2)=[N:26][CH:25]=1. The yield is 0.140. (2) The catalyst is C(O)(C)C. The product is [CH2:21]([N:28]1[CH2:34][CH:33]2[N:35]([CH2:11][C@H:9]([NH:10][C:12](=[O:13])[O:14][C:15]([CH3:16])([CH3:17])[CH3:18])[CH2:8][O:7][C:6]3[CH:5]=[CH:4][C:3]([C:1]#[N:2])=[CH:20][CH:19]=3)[CH:30]([CH2:31][CH2:32]2)[CH2:29]1)[C:22]1[CH:23]=[CH:24][CH:25]=[CH:26][CH:27]=1. The reactants are [C:1]([C:3]1[CH:20]=[CH:19][C:6]([O:7][CH2:8][C@@H:9]2[CH2:11][N:10]2[C:12]([O:14][C:15]([CH3:18])([CH3:17])[CH3:16])=[O:13])=[CH:5][CH:4]=1)#[N:2].[CH2:21]([N:28]1[CH2:34][CH:33]2[NH:35][CH:30]([CH2:31][CH2:32]2)[CH2:29]1)[C:22]1[CH:27]=[CH:26][CH:25]=[CH:24][CH:23]=1. The yield is 0.770. (3) The reactants are [N+:1]([C:4]1[CH:11]=[C:8]([C:9]#[N:10])[C:7]([NH2:12])=[CH:6][CH:5]=1)([O-:3])=[O:2].CO[CH:15](OC)[N:16]([CH3:18])[CH3:17]. The catalyst is O1CCOCC1. The product is [C:9]([C:8]1[CH:11]=[C:4]([N+:1]([O-:3])=[O:2])[CH:5]=[CH:6][C:7]=1[N:12]=[CH:15][N:16]([CH3:18])[CH3:17])#[N:10]. The yield is 0.970. (4) The reactants are [N+:1]([C:4]1[CH:5]=[C:6]([C:10]2[C:18]3[O:17][CH2:16][CH:15]([C:19]4[CH:24]=[CH:23][C:22]([CH:25]([CH3:27])[CH3:26])=[CH:21][CH:20]=4)[C:14]=3[C:13]([CH3:28])=[C:12]([NH:29][C:30](=[O:36])[CH2:31][C:32]([CH3:35])([CH3:34])[CH3:33])[C:11]=2[CH3:37])[CH:7]=[CH:8][CH:9]=1)([O-])=O.C([O-])=O.[NH4+]. The catalyst is C(O)C.[Pd]. The product is [NH2:1][C:4]1[CH:5]=[C:6]([C:10]2[C:18]3[O:17][CH2:16][CH:15]([C:19]4[CH:24]=[CH:23][C:22]([CH:25]([CH3:26])[CH3:27])=[CH:21][CH:20]=4)[C:14]=3[C:13]([CH3:28])=[C:12]([NH:29][C:30](=[O:36])[CH2:31][C:32]([CH3:35])([CH3:34])[CH3:33])[C:11]=2[CH3:37])[CH:7]=[CH:8][CH:9]=1. The yield is 0.920.